This data is from Reaction yield outcomes from USPTO patents with 853,638 reactions. The task is: Predict the reaction yield, written as a fraction of the theoretical maximum amount of product (1.0 means a 100% yield; for example, 0.34 means a 34% yield). (1) The catalyst is CCO. The yield is 1.00. The product is [CH2:1]([O:5][CH:6]1[CH2:11][CH2:10][N:9]([S:12]([CH2:15][CH:16]([OH:26])[CH2:17][CH2:18][CH2:19][C:20]2[N:21]=[CH:22][CH:23]=[CH:24][N:25]=2)(=[O:13])=[O:14])[CH2:8][CH2:7]1)[C:2]#[C:3][CH3:4]. The reactants are [CH2:1]([O:5][CH:6]1[CH2:11][CH2:10][N:9]([S:12]([CH2:15][C:16](=[O:26])[CH2:17][CH2:18][CH2:19][C:20]2[N:25]=[CH:24][CH:23]=[CH:22][N:21]=2)(=[O:14])=[O:13])[CH2:8][CH2:7]1)[C:2]#[C:3][CH3:4].[BH4-].[Na+]. (2) The reactants are [Cl-].O[NH3+:3].[C:4](=[O:7])([O-])[OH:5].[Na+].CS(C)=O.[OH:13][C:14]([CH3:54])([CH3:53])[CH2:15][N:16]1[CH:24]=[C:23]2[C:18]([CH2:19][CH2:20][CH:21]([N:25]3[C:30](=[O:31])[C:29]([CH2:32][C:33]4[CH:38]=[CH:37][C:36]([C:39]5[C:40]([C:45]#[N:46])=[CH:41][CH:42]=[CH:43][CH:44]=5)=[CH:35][CH:34]=4)=[C:28]([CH2:47][CH2:48][CH3:49])[N:27]4[N:50]=[CH:51][N:52]=[C:26]34)[CH2:22]2)=[N:17]1. The catalyst is O.C(OCC)(=O)C. The product is [OH:13][C:14]([CH3:53])([CH3:54])[CH2:15][N:16]1[CH:24]=[C:23]2[C:18]([CH2:19][CH2:20][CH:21]([N:25]3[C:30](=[O:31])[C:29]([CH2:32][C:33]4[CH:38]=[CH:37][C:36]([C:39]5[CH:44]=[CH:43][CH:42]=[CH:41][C:40]=5[C:45]5[NH:3][C:4](=[O:7])[O:5][N:46]=5)=[CH:35][CH:34]=4)=[C:28]([CH2:47][CH2:48][CH3:49])[N:27]4[N:50]=[CH:51][N:52]=[C:26]34)[CH2:22]2)=[N:17]1. The yield is 0.340.